The task is: Predict the reaction yield, written as a fraction of the theoretical maximum amount of product (1.0 means a 100% yield; for example, 0.34 means a 34% yield).. This data is from Reaction yield outcomes from USPTO patents with 853,638 reactions. The reactants are Br[C:2]1[C:9]2[S:8][CH:7]=[N:6][C:5]=2[N:4]([CH:10]([CH3:14])[CH2:11][O:12][CH3:13])[C:3]=1[CH3:15].[C:16]([Cu])#[N:17]. The catalyst is CN(C)C=O. The product is [CH3:13][O:12][CH2:11][CH:10]([N:4]1[C:5]2[N:6]=[CH:7][S:8][C:9]=2[C:2]([C:16]#[N:17])=[C:3]1[CH3:15])[CH3:14]. The yield is 0.620.